Binary Classification. Given a T-cell receptor sequence (or CDR3 region) and an epitope sequence, predict whether binding occurs between them. From a dataset of TCR-epitope binding with 47,182 pairs between 192 epitopes and 23,139 TCRs. (1) The epitope is YFPLQSYGF. The TCR CDR3 sequence is CASSEAVISYNEQFF. Result: 0 (the TCR does not bind to the epitope). (2) The epitope is FLNGSCGSV. The TCR CDR3 sequence is CASSQGVGGPYEQYF. Result: 1 (the TCR binds to the epitope). (3) The epitope is YSEHPTFTSQY. The TCR CDR3 sequence is CASSLESGQPYSNQPQHF. Result: 0 (the TCR does not bind to the epitope). (4) The epitope is KAFSPEVIPMF. The TCR CDR3 sequence is CASSLGASISYEQYF. Result: 1 (the TCR binds to the epitope). (5) The epitope is AYAQKIFKI. The TCR CDR3 sequence is CASSSRDRNTGELFF. Result: 0 (the TCR does not bind to the epitope). (6) The epitope is LLWNGPMAV. The TCR CDR3 sequence is CASSWGQYEQYF. Result: 0 (the TCR does not bind to the epitope). (7) The TCR CDR3 sequence is CASSLPENSYEQYF. Result: 1 (the TCR binds to the epitope). The epitope is YLDAYNMMI. (8) The epitope is FLLNKEMYL. The TCR CDR3 sequence is CASSQEGTYNEQFF. Result: 1 (the TCR binds to the epitope). (9) Result: 0 (the TCR does not bind to the epitope). The TCR CDR3 sequence is CASSYDGRSGEQYF. The epitope is VLWAHGFEL. (10) The TCR CDR3 sequence is CASSIDLGTGLTDTQYF. Result: 1 (the TCR binds to the epitope). The epitope is HTTDPSFLGRY.